This data is from Forward reaction prediction with 1.9M reactions from USPTO patents (1976-2016). The task is: Predict the product of the given reaction. (1) Given the reactants [CH2:1]([NH2:8])[C:2]1[CH:7]=[CH:6][CH:5]=[CH:4][CH:3]=1.C([C:11]1[CH:12]=[C:13]([CH:18]=[CH:19][CH:20]=1)[C:14]([O:16][CH3:17])=[O:15])=O.[BH3-][C:22]#N.[Na+], predict the reaction product. The product is: [CH2:1]([NH:8][CH2:22][C:20]1[CH:11]=[CH:12][C:13]([C:14]([O:16][CH3:17])=[O:15])=[CH:18][CH:19]=1)[C:2]1[CH:7]=[CH:6][CH:5]=[CH:4][CH:3]=1. (2) Given the reactants Cl[C:2]1[C:7]([C:8]#[N:9])=[C:6]([C:10]2[S:14][CH:13]=[N:12][CH:11]=2)[C:5]([C:15]#[N:16])=[C:4]([S:17][CH2:18][C:19]2[N:20]=[C:21]([C:24]3[CH:29]=[CH:28][C:27]([Cl:30])=[CH:26][CH:25]=3)[S:22][CH:23]=2)[N:3]=1.Cl.[NH:32]1[CH2:35][CH:34]([OH:36])[CH2:33]1.C(N(C(C)C)C(C)C)C, predict the reaction product. The product is: [Cl:30][C:27]1[CH:28]=[CH:29][C:24]([C:21]2[S:22][CH:23]=[C:19]([CH2:18][S:17][C:4]3[C:5]([C:15]#[N:16])=[C:6]([C:10]4[S:14][CH:13]=[N:12][CH:11]=4)[C:7]([C:8]#[N:9])=[C:2]([N:32]4[CH2:35][CH:34]([OH:36])[CH2:33]4)[N:3]=3)[N:20]=2)=[CH:25][CH:26]=1.